From a dataset of Reaction yield outcomes from USPTO patents with 853,638 reactions. Predict the reaction yield, written as a fraction of the theoretical maximum amount of product (1.0 means a 100% yield; for example, 0.34 means a 34% yield). The reactants are [C:1]([CH:4]1[CH2:9][CH2:8][N:7]([CH:10]([C:16]2[CH:21]=[CH:20][CH:19]=[CH:18][CH:17]=2)[C:11]([O:13]CC)=[O:12])[CH2:6][CH2:5]1)(=[O:3])[NH2:2].[OH-].[Li+]. The catalyst is CCO.O. The product is [C:1]([CH:4]1[CH2:9][CH2:8][N:7]([CH:10]([C:16]2[CH:17]=[CH:18][CH:19]=[CH:20][CH:21]=2)[C:11]([OH:13])=[O:12])[CH2:6][CH2:5]1)(=[O:3])[NH2:2]. The yield is 0.850.